This data is from Full USPTO retrosynthesis dataset with 1.9M reactions from patents (1976-2016). The task is: Predict the reactants needed to synthesize the given product. (1) Given the product [S:43]1[CH2:10][CH:9]=[C:8]([C:11]2[NH:28][C:14]3[N:15]=[CH:16][N:17]=[C:18]([C:19]4[C:20]([CH3:27])=[C:21]([NH2:26])[CH:22]=[C:23]([F:25])[CH:24]=4)[C:13]=3[CH:12]=2)[CH2:7][CH2:6]1, predict the reactants needed to synthesize it. The reactants are: CN(C)C(N1[CH2:10][CH:9]=[C:8]([C:11]2[NH:28][C:14]3[N:15]=[CH:16][N:17]=[C:18]([C:19]4[CH:24]=[C:23]([F:25])[CH:22]=[C:21]([NH2:26])[C:20]=4[CH3:27])[C:13]=3[CH:12]=2)[CH2:7][CH2:6]1)=O.ClC1C2C=C(C3CC[S:43]CC=3)NC=2N=CN=1. (2) The reactants are: C(OC([N:8]1[CH2:12][CH2:11][CH:10]([NH:13][C:14]([C:16]2[S:17][CH:18]=[CH:19][C:20]=2[NH:21][C:22]2[CH:27]=[CH:26][N:25]=[C:24]3[NH:28][CH:29]=[CH:30][C:23]=23)=[O:15])[CH2:9]1)=O)(C)(C)C.NC(C1C=[CH:46][C:45]([C:48]([F:51])([F:50])[F:49])=[CH:44][CH:43]=1)CNC(=O)OC(C)(C)C. Given the product [NH2:8][CH2:9][CH:10]([NH:13][C:14]([C:16]1[S:17][CH:18]=[CH:19][C:20]=1[NH:21][C:22]1[CH:27]=[CH:26][N:25]=[C:24]2[NH:28][CH:29]=[CH:30][C:23]=12)=[O:15])[C:11]1[CH:43]=[CH:44][C:45]([C:48]([F:51])([F:50])[F:49])=[CH:46][CH:12]=1, predict the reactants needed to synthesize it. (3) The reactants are: [CH3:1][N:2]1[C:6]2=[N:7][C:8]([C:11]3[CH:18]=[CH:17][CH:16]=[CH:15][C:12]=3[C:13]#[N:14])=[CH:9][CH:10]=[C:5]2[NH:4][C:3]1=[O:19].[C:20]1([C:29]2[CH:34]=[CH:33][CH:32]=[CH:31][CH:30]=2)[CH:25]=[CH:24][CH:23]=[C:22](B(O)O)[CH:21]=1.C(N(CC)CC)C. Given the product [C:20]1([C:29]2[CH:30]=[CH:31][CH:32]=[CH:33][CH:34]=2)[CH:25]=[CH:24][CH:23]=[C:22]([N:4]2[C:5]3[C:6](=[N:7][C:8]([C:11]4[CH:18]=[CH:17][CH:16]=[CH:15][C:12]=4[C:13]#[N:14])=[CH:9][CH:10]=3)[N:2]([CH3:1])[C:3]2=[O:19])[CH:21]=1, predict the reactants needed to synthesize it. (4) Given the product [N:41]1([CH2:45][C@@H:46]([N:50]([CH3:51])[C:4](=[O:6])[C:3]2[CH:7]=[CH:8][C:9]([Cl:11])=[CH:10][C:2]=2[Cl:1])[CH2:47][CH2:48][CH3:49])[CH2:44][CH2:43][CH2:42]1, predict the reactants needed to synthesize it. The reactants are: [Cl:1][C:2]1[CH:10]=[C:9]([Cl:11])[CH:8]=[CH:7][C:3]=1[C:4]([OH:6])=O.CN(C(ON1N=NC2C=CC=CC1=2)=[N+](C)C)C.[B-](F)(F)(F)F.CN1CCOCC1.[N:41]1([CH2:45][C@@H:46]([NH:50][CH3:51])[CH2:47][CH2:48][CH3:49])[CH2:44][CH2:43][CH2:42]1. (5) Given the product [F:26][C:20]1[CH:21]=[C:22]([F:25])[CH:23]=[CH:24][C:19]=1[CH2:18][N:15]1[CH2:16][CH2:17][N:12]([C:3]2[N:4]=[C:5]3[CH:11]=[CH:10][N:9]=[CH:8][C:6]3=[N:7][C:2]=2[NH:33][C@@H:30]2[CH2:31][CH2:32][O:28][CH2:29]2)[CH2:13][CH2:14]1, predict the reactants needed to synthesize it. The reactants are: Cl[C:2]1[N:7]=[C:6]2[CH:8]=[N:9][CH:10]=[CH:11][C:5]2=[N:4][C:3]=1[N:12]1[CH2:17][CH2:16][N:15]([CH2:18][C:19]2[CH:24]=[CH:23][C:22]([F:25])=[CH:21][C:20]=2[F:26])[CH2:14][CH2:13]1.Cl.[O:28]1[CH2:32][CH2:31][C@@H:30]([NH2:33])[CH2:29]1.CCN(CC)CC. (6) Given the product [CH:11]1([NH2:14])[C:12]2[C:7](=[CH:6][CH:5]=[C:4]([NH2:1])[CH:13]=2)[CH2:8][CH2:9][CH2:10]1, predict the reactants needed to synthesize it. The reactants are: [N+:1]([C:4]1[CH:13]=[C:12]2[C:7]([CH2:8][CH2:9][CH2:10][C:11]2=[N:14]O)=[CH:6][CH:5]=1)([O-])=O. (7) Given the product [C:31]([O:30][C:29]([N:28]([C:36]1[C:41]([C:42]2[O:20][N:19]=[C:2]([C:3]3[CH:8]=[CH:7][CH:6]=[C:5]([CH:9]([NH:11][C:12]([O:13][C:14]([CH3:17])([CH3:16])[CH3:15])=[O:18])[CH3:10])[CH:4]=3)[CH:43]=2)=[N:40][C:39]([C:44]2[CH:49]=[CH:48][C:47](=[O:50])[N:46]([CH:51]([CH:53]3[CH2:54][CH2:55]3)[CH3:52])[CH:45]=2)=[CH:38][N:37]=1)[C:26](=[O:27])[O:25][C:21]([CH3:23])([CH3:24])[CH3:22])=[O:35])([CH3:32])([CH3:33])[CH3:34], predict the reactants needed to synthesize it. The reactants are: Cl[C:2](=[N:19][OH:20])[C:3]1[CH:4]=[C:5]([CH:9]([NH:11][C:12](=[O:18])[O:13][C:14]([CH3:17])([CH3:16])[CH3:15])[CH3:10])[CH:6]=[CH:7][CH:8]=1.[C:21]([O:25][C:26]([N:28]([C:36]1[C:41]([C:42]#[CH:43])=[N:40][C:39]([C:44]2[CH:49]=[CH:48][C:47](=[O:50])[N:46]([CH:51]([CH:53]3[CH2:55][CH2:54]3)[CH3:52])[CH:45]=2)=[CH:38][N:37]=1)[C:29](=[O:35])[O:30][C:31]([CH3:34])([CH3:33])[CH3:32])=[O:27])([CH3:24])([CH3:23])[CH3:22].C(N(CC)CC)C.